From a dataset of Antibody developability classification from SAbDab with 2,409 antibodies. Regression/Classification. Given an antibody's heavy chain and light chain sequences, predict its developability. TAP uses regression for 5 developability metrics; SAbDab uses binary classification. (1) The antibody is ['QVQLVQSGAEVKKPGSSVKVSCKASGGTFSNYAINWVRQAPGQGLEWMGNIEPYFGTANYAQKFQGRVTITADESTSTAYMELSSLRSEDTAVYYCARYFMSYKHLSDYWGQGTLVTVSS', 'DIALTQPASVSGSPGQSITISCTGTSSDVGSNNYVSWYQQHPGKAPKLMIYGGSNRPSGVSNRFSGSKSGNTASLTISGLQAEDEADYYCRSWDSNLSYSVFGGGTKLTVL']. Result: 0 (not developable). (2) The antibody is ['QVKLQESGAELVKPGASVKLSCKASGYTFTNYWMHWVKLRPGQGFEWIGEINPSNGGSNYNEKFKRKATLTVDKSSSTAYMQLSSLTSEDSAVFYCSIWDSYFDYWGQGTTLTVSS', 'NIVMTQSPKSMSMSVGERVTLTCKASENVVTYVSWYQQKPEQSPKLLIYGASNRYTGVPDRFTGSGSATDFTLTISSVQAEDLADYHCGQGYSYPYTFGGGTKLEIK']. Result: 1 (developable).